Dataset: Reaction yield outcomes from USPTO patents with 853,638 reactions. Task: Predict the reaction yield, written as a fraction of the theoretical maximum amount of product (1.0 means a 100% yield; for example, 0.34 means a 34% yield). (1) The reactants are [I:1]I.[N+:3]([C:6]1[CH:7]=[C:8]([CH:12]=[CH:13][CH:14]=1)[C:9]([OH:11])=[O:10])([O-:5])=[O:4]. The catalyst is S(=O)(=O)(O)O. The product is [I:1][C:13]1[CH:12]=[C:8]([CH:7]=[C:6]([N+:3]([O-:5])=[O:4])[CH:14]=1)[C:9]([OH:11])=[O:10]. The yield is 0.980. (2) The reactants are [N:1]1[CH:6]=[CH:5][CH:4]=[CH:3][C:2]=1[CH:7]=[CH:8][C:9]1[C:17]2[C:12](=[CH:13][C:14]([NH:18][C:19]3[CH:27]=[CH:26][CH:25]=[CH:24][C:20]=3[C:21]([OH:23])=O)=[CH:15][CH:16]=2)[NH:11][N:10]=1.Cl.[CH3:29][O:30][NH2:31].C(N(CC)CC)C.CN(C(ON1N=NC2C=CC=NC1=2)=[N+](C)C)C.F[P-](F)(F)(F)(F)F. The catalyst is CN(C=O)C. The product is [CH3:29][O:30][NH:31][C:21](=[O:23])[C:20]1[CH:24]=[CH:25][CH:26]=[CH:27][C:19]=1[NH:18][C:14]1[CH:13]=[C:12]2[C:17]([C:9](/[CH:8]=[CH:7]/[C:2]3[CH:3]=[CH:4][CH:5]=[CH:6][N:1]=3)=[N:10][NH:11]2)=[CH:16][CH:15]=1. The yield is 0.670. (3) The reactants are [Cl:1][C:2]1[CH:13]=[CH:12][C:11]([CH:14]=[CH:15][CH2:16][O:17][CH3:18])=[CH:10][C:3]=1[C:4]([NH:6][CH:7]1[CH2:9][CH2:8]1)=[O:5].CN(C=O)C.C1(S(NN)(=O)=O)C=CC=CC=1. The catalyst is C1(C)C=CC=CC=1. The product is [Cl:1][C:2]1[CH:13]=[CH:12][C:11]([CH2:14][CH2:15][CH2:16][O:17][CH3:18])=[CH:10][C:3]=1[C:4]([NH:6][CH:7]1[CH2:8][CH2:9]1)=[O:5]. The yield is 0.780. (4) The reactants are [CH2:1]([C:5]1[N:6]=[C:7]([CH3:27])[NH:8][C:9](=[O:26])[C:10]=1[CH2:11][C:12]1[CH:17]=[CH:16][C:15]([C:18]2[C:19]([C:24]#[N:25])=[CH:20][CH:21]=[CH:22][CH:23]=2)=[CH:14][CH:13]=1)[CH2:2][CH2:3][CH3:4].C(=O)([O-])[O-].[K+].[K+].Cl[CH2:35][C:36]1[N:37]=[C:38]([C:41]2[CH:46]=[CH:45][CH:44]=[CH:43][CH:42]=2)[S:39][CH:40]=1.CN(C)C=O. The catalyst is C(OCC)(=O)C. The product is [CH2:1]([C:5]1[N:6]=[C:7]([CH3:27])[N:8]([CH2:35][C:36]2[N:37]=[C:38]([C:41]3[CH:42]=[CH:43][CH:44]=[CH:45][CH:46]=3)[S:39][CH:40]=2)[C:9](=[O:26])[C:10]=1[CH2:11][C:12]1[CH:17]=[CH:16][C:15]([C:18]2[C:19]([C:24]#[N:25])=[CH:20][CH:21]=[CH:22][CH:23]=2)=[CH:14][CH:13]=1)[CH2:2][CH2:3][CH3:4]. The yield is 0.660. (5) The reactants are Cl[C:2]1[C:7]([N+:8]([O-:10])=[O:9])=[CH:6][CH:5]=[CH:4][N:3]=1.O.[CH3:12][O:13][C:14]1[CH:20]=[CH:19][C:17]([NH2:18])=[CH:16][CH:15]=1.Cl. The catalyst is C(OCCO)C. The product is [CH3:12][O:13][C:14]1[CH:20]=[CH:19][C:17]([NH:18][C:2]2[C:7]([N+:8]([O-:10])=[O:9])=[CH:6][CH:5]=[CH:4][N:3]=2)=[CH:16][CH:15]=1. The yield is 0.850. (6) The reactants are Cl[C:2]1[C:3](=[O:25])[N:4]([CH2:17][CH2:18][C:19]2[CH:24]=[CH:23][CH:22]=[CH:21][CH:20]=2)[C:5]([C:9]2[CH:14]=[CH:13][CH:12]=[CH:11][C:10]=2[O:15][CH3:16])=[N:6][C:7]=1[CH3:8].[F-].[Cs+].C([Sn](CCCC)(CCCC)[C:33]1[S:34][CH:35]=[CH:36][CH:37]=1)CCC. The catalyst is O1CCOCC1. The product is [CH3:8][C:7]1[N:6]=[C:5]([C:9]2[CH:14]=[CH:13][CH:12]=[CH:11][C:10]=2[O:15][CH3:16])[N:4]([CH2:17][CH2:18][C:19]2[CH:24]=[CH:23][CH:22]=[CH:21][CH:20]=2)[C:3](=[O:25])[C:2]=1[C:33]1[S:34][CH:35]=[CH:36][CH:37]=1. The yield is 0.540. (7) The reactants are [ClH:1].[NH2:2][C:3]1[N:8]=[C:7]([NH:9][C:10]2[CH:11]=[C:12]([CH:25]=[CH:26][CH:27]=2)[C:13]([NH:15][C:16]2[CH:21]=[CH:20][C:19]([N+:22]([O-])=O)=[CH:18][CH:17]=2)=[O:14])[CH:6]=[C:5]([CH3:28])[N:4]=1. The catalyst is [Pd].CO. The product is [ClH:1].[NH2:2][C:3]1[N:8]=[C:7]([NH:9][C:10]2[CH:11]=[C:12]([CH:25]=[CH:26][CH:27]=2)[C:13]([NH:15][C:16]2[CH:21]=[CH:20][C:19]([NH2:22])=[CH:18][CH:17]=2)=[O:14])[CH:6]=[C:5]([CH3:28])[N:4]=1. The yield is 0.580.